This data is from Catalyst prediction with 721,799 reactions and 888 catalyst types from USPTO. The task is: Predict which catalyst facilitates the given reaction. (1) Reactant: Br[C:2]1[CH:7]=[N:6][C:5]([Br:8])=[CH:4][N:3]=1.[F:9][C:10]1[CH:15]=[CH:14][C:13](B(O)O)=[CH:12][CH:11]=1.C(=O)([O-])[O-].[Na+].[Na+]. Product: [Br:8][C:5]1[CH:4]=[N:3][C:2]([C:13]2[CH:14]=[CH:15][C:10]([F:9])=[CH:11][CH:12]=2)=[CH:7][N:6]=1. The catalyst class is: 335. (2) Reactant: Br[CH:2](Br)[C:3]1[CH:8]=[CH:7][C:6]([N:9]2[C:13]3[N:14]=[CH:15][NH:16][C:17](=[O:18])[C:12]=3[CH:11]=[N:10]2)=[CH:5][CH:4]=1.[O:20]1CCOCC1.C(=O)([O-])[O-].[Ca+2]. Product: [O:18]=[C:17]1[NH:16][CH:15]=[N:14][C:13]2[N:9]([C:6]3[CH:7]=[CH:8][C:3]([CH:2]=[O:20])=[CH:4][CH:5]=3)[N:10]=[CH:11][C:12]1=2. The catalyst class is: 6. (3) Reactant: [C:1]([Cl:4])(=O)C.Cl.[Cl:6][C:7]1[CH:15]=[C:14]([F:16])[C:13]([NH:17][NH2:18])=[CH:12][C:8]=1[C:9]([OH:11])=[O:10]. Product: [ClH:4].[Cl:6][C:7]1[CH:15]=[C:14]([F:16])[C:13]([NH:17][NH2:18])=[CH:12][C:8]=1[C:9]([O:11][CH3:1])=[O:10]. The catalyst class is: 5. (4) Reactant: C(OC([N:11]1[CH2:16][CH2:15][CH2:14][CH:13]([C:17]2[NH:21][N:20]=[N:19][N:18]=2)[CH2:12]1)=O)C1C=CC=CC=1.[H][H]. Product: [NH:21]1[C:17]([CH:13]2[CH2:14][CH2:15][CH2:16][NH:11][CH2:12]2)=[N:18][N:19]=[N:20]1. The catalyst class is: 19. (5) Reactant: [Cl:1][C:2]1[CH:7]=[CH:6][CH:5]=[CH:4][C:3]=1[C:8]1[C:21]([OH:22])=[N:20][C:11]2[N:12]=[C:13](S(C)(=O)=O)[N:14]=[CH:15][C:10]=2[CH:9]=1.[NH2:23][C@H:24]1[CH2:29][CH2:28][C@H:27]([NH2:30])[CH2:26][CH2:25]1. Product: [NH2:23][C@H:24]1[CH2:29][CH2:28][C@H:27]([NH:30][C:13]2[N:14]=[CH:15][C:10]3[CH:9]=[C:8]([C:3]4[CH:4]=[CH:5][CH:6]=[CH:7][C:2]=4[Cl:1])[C:21]([OH:22])=[N:20][C:11]=3[N:12]=2)[CH2:26][CH2:25]1. The catalyst class is: 435.